Dataset: Peptide-MHC class II binding affinity with 134,281 pairs from IEDB. Task: Regression. Given a peptide amino acid sequence and an MHC pseudo amino acid sequence, predict their binding affinity value. This is MHC class II binding data. The peptide sequence is LWGFLSRNKKPRICT. The MHC is DRB1_1302 with pseudo-sequence DRB1_1302. The binding affinity (normalized) is 0.638.